From a dataset of Tox21: 12 toxicity assays (nuclear receptors and stress response pathways). Binary classification across 12 toxicity assays. (1) The molecule is COc1cc([C@@H]2c3cc4c(cc3[C@@H](O)[C@H]3COC(=O)[C@H]23)OCO4)cc(OC)c1O. It tested positive (active) for: NR-AhR (Aryl hydrocarbon Receptor agonist activity), SR-ATAD5 (ATAD5 genotoxicity (DNA damage)), SR-MMP (Mitochondrial Membrane Potential disruption), and SR-p53 (p53 tumor suppressor activation). (2) The compound is CCOC(=O)CS. It tested positive (active) for: SR-p53 (p53 tumor suppressor activation). (3) It tested positive (active) for: NR-AhR (Aryl hydrocarbon Receptor agonist activity), NR-ER (Estrogen Receptor agonist activity), and SR-ARE (Antioxidant Response Element (oxidative stress)). The compound is C(=C/c1ccccc1)\c1ccccc1. (4) The drug is CN1C(CCl)Nc2cc(Cl)c(S(N)(=O)=O)cc2S1(=O)=O. It tested positive (active) for: SR-ARE (Antioxidant Response Element (oxidative stress)). (5) The drug is Cc1ccc([N+](=O)[O-])c(C)c1. It tested positive (active) for: NR-ER (Estrogen Receptor agonist activity).